From a dataset of Full USPTO retrosynthesis dataset with 1.9M reactions from patents (1976-2016). Predict the reactants needed to synthesize the given product. (1) Given the product [Cl:1][C:2]1[CH:12]=[CH:11][C:5]([O:6][CH2:7][C:8]([N:16]([CH:13]([CH3:15])[CH3:14])[CH2:17][C:18]2[O:22][N:21]=[C:20]([C:23]3[CH:24]=[CH:25][CH:26]=[CH:27][CH:28]=3)[N:19]=2)=[O:9])=[CH:4][CH:3]=1, predict the reactants needed to synthesize it. The reactants are: [Cl:1][C:2]1[CH:12]=[CH:11][C:5]([O:6][CH2:7][C:8](Cl)=[O:9])=[CH:4][CH:3]=1.[CH:13]([NH:16][CH2:17][C:18]1[O:22][N:21]=[C:20]([C:23]2[CH:28]=[CH:27][CH:26]=[CH:25][CH:24]=2)[N:19]=1)([CH3:15])[CH3:14].C(N(CC)CC)C. (2) Given the product [OH:8][CH2:9][N:10]1[C:18]2[C:13](=[CH:14][C:15]([C:19]([OH:21])=[O:20])=[CH:16][CH:17]=2)[CH:12]=[CH:11]1, predict the reactants needed to synthesize it. The reactants are: C([O:8][CH2:9][N:10]1[C:18]2[C:13](=[CH:14][C:15]([C:19]([OH:21])=[O:20])=[CH:16][CH:17]=2)[CH:12]=[CH:11]1)C1C=CC=CC=1.[H][H]. (3) Given the product [Na+:73].[Na+:73].[Na+:73].[C:1]([CH2:4][CH2:5][CH2:6][CH2:7][CH2:8][N:9]1[C:17]2[C:12](=[CH:13][C:14]([S:18]([OH:21])(=[O:20])=[O:19])=[CH:15][CH:16]=2)[C:11]([CH3:29])([CH2:22][CH2:23][CH2:24][S:25]([OH:28])(=[O:26])=[O:27])/[C:10]/1=[CH:30]\[CH:31]=[CH:32]\[CH:33]=[CH:34]\[CH:35]=[CH:68]\[C:48]1[C:49]([CH3:67])([CH2:60][CH2:61][CH2:62][S:63]([OH:66])(=[O:65])=[O:64])[C:50]2[C:55](=[CH:54][CH:53]=[C:52]([S:56]([OH:59])(=[O:57])=[O:58])[CH:51]=2)[N+:47]=1[CH2:46][CH2:45][O:44][CH3:43])([OH:3])=[O:2], predict the reactants needed to synthesize it. The reactants are: [C:1]([CH2:4][CH2:5][CH2:6][CH2:7][CH2:8][N+:9]1[C:17]2[C:12](=[CH:13][C:14]([S:18]([OH:21])(=[O:20])=[O:19])=[CH:15][CH:16]=2)[C:11]([CH3:29])([CH2:22][CH2:23][CH2:24][S:25]([OH:28])(=[O:27])=[O:26])[C:10]=1/[CH:30]=[CH:31]/[CH:32]=[CH:33]/[CH:34]=[CH:35]/NC1C=CC=CC=1)([OH:3])=[O:2].[CH3:43][O:44][CH2:45][CH2:46][N+:47]1[C:55]2[C:50](=[CH:51][C:52]([S:56]([OH:59])(=[O:58])=[O:57])=[CH:53][CH:54]=2)[C:49]([CH3:67])([CH2:60][CH2:61][CH2:62][S:63]([OH:66])(=[O:65])=[O:64])[C:48]=1[CH3:68].C([O-])(=O)C.[Na+:73].C(OCC)C. (4) Given the product [Cl:1][C:2]1[CH:3]=[CH:4][C:5]([O:11][CH2:12][CH3:13])=[C:6]([C:15]2[CH:20]=[CH:19][C:18]([C@H:21]([NH2:23])[CH3:22])=[CH:17][CH:16]=2)[CH:7]=1, predict the reactants needed to synthesize it. The reactants are: [Cl:1][C:2]1[CH:3]=[CH:4][C:5]([O:11][CH2:12][CH3:13])=[C:6](B(O)O)[CH:7]=1.Br[C:15]1[CH:20]=[CH:19][C:18]([C@H:21]([NH2:23])[CH3:22])=[CH:17][CH:16]=1. (5) Given the product [F:1][C:2]1[CH:7]=[CH:6][C:5]([C:8]2[CH:13]=[CH:12][CH:11]=[C:10]([CH2:14][NH:26][C@@H:16]3[C:25]4[C:20](=[CH:21][CH:22]=[CH:23][CH:24]=4)[CH2:19][CH2:18][CH2:17]3)[CH:9]=2)=[CH:4][CH:3]=1, predict the reactants needed to synthesize it. The reactants are: [F:1][C:2]1[CH:7]=[CH:6][C:5]([C:8]2[CH:13]=[CH:12][CH:11]=[C:10]([CH:14]=O)[CH:9]=2)=[CH:4][CH:3]=1.[C@@H:16]1([NH2:26])[C:25]2[C:20](=[CH:21][CH:22]=[CH:23][CH:24]=2)[CH2:19][CH2:18][CH2:17]1. (6) Given the product [NH:10]1[C:6]([C:5]2[CH:8]=[CH:9][C:2]([NH2:1])=[CH:3][CH:4]=2)=[N:7][N:12]=[N:11]1, predict the reactants needed to synthesize it. The reactants are: [NH2:1][C:2]1[CH:9]=[CH:8][C:5]([C:6]#[N:7])=[CH:4][CH:3]=1.[N-:10]=[N+:11]=[N-:12].[Na+].[NH4+].[Cl-]. (7) Given the product [CH3:17][C@@H:12]1[CH2:13][CH2:14][CH2:15][CH2:16][C@H:11]1[N:10]1[C:7]2[CH:8]=[CH:9][C:4]([C:3]([OH:2])=[O:27])=[CH:5][C:6]=2[N:18]=[C:19]1[CH2:20][C:21]1[S:22][CH:23]=[CH:24][CH:25]=1, predict the reactants needed to synthesize it. The reactants are: C[O:2][C:3](=[O:27])[C:4]1[CH:9]=[CH:8][C:7]([NH:10][CH:11]2[CH2:16][CH2:15][CH2:14][CH2:13][CH:12]2[CH3:17])=[C:6]([NH:18][C:19](=O)[CH2:20][C:21]2[S:22][CH:23]=[CH:24][CH:25]=2)[CH:5]=1.Cl.O.